Dataset: Full USPTO retrosynthesis dataset with 1.9M reactions from patents (1976-2016). Task: Predict the reactants needed to synthesize the given product. (1) Given the product [CH3:16][Si:15]([CH:14]([Mg:3][Br:9])[Si:19]([CH3:22])([CH3:21])[CH3:20])([CH3:18])[CH3:17], predict the reactants needed to synthesize it. The reactants are: [Cl-].[Li+].[Mg:3].Cl[Si](C)(C)C.[Br:9]CCBr.Br[CH:14]([Si:19]([CH3:22])([CH3:21])[CH3:20])[Si:15]([CH3:18])([CH3:17])[CH3:16]. (2) Given the product [Cl:21][C:20]1[C:14]2[C:15](=[N:16][N:12]([CH2:8][CH2:9][C:10]#[C:11][C:2]3[CH:7]=[CH:6][CH:5]=[CH:4][N:3]=3)[N:13]=2)[CH:17]=[CH:18][CH:19]=1, predict the reactants needed to synthesize it. The reactants are: Br[C:2]1[CH:7]=[CH:6][CH:5]=[CH:4][N:3]=1.[CH2:8]([N:12]1[N:16]=[C:15]2[CH:17]=[CH:18][CH:19]=[C:20]([Cl:21])[C:14]2=[N:13]1)[CH2:9][C:10]#[CH:11]. (3) Given the product [CH3:20][C:15]1[CH:14]=[C:13]([CH:18]=[CH:17][C:16]=1[CH3:19])[O:12][C:10]([N:7]1[CH2:6][CH2:5][CH:4]([CH2:1][C:2]#[C:3][C:22]2[N:23]=[C:24]([NH2:40])[C:25]3[N:26]=[CH:27][N:28]([C:38]=3[N:39]=2)[C@@H:29]2[O:37][C@H:34]([CH2:35][OH:36])[C@@H:32]([OH:33])[C@H:30]2[OH:31])[CH2:9][CH2:8]1)=[O:11], predict the reactants needed to synthesize it. The reactants are: [CH2:1]([CH:4]1[CH2:9][CH2:8][N:7]([C:10]([O:12][C:13]2[CH:18]=[CH:17][C:16]([CH3:19])=[C:15]([CH3:20])[CH:14]=2)=[O:11])[CH2:6][CH2:5]1)[C:2]#[CH:3].I[C:22]1[N:23]=[C:24]([NH2:40])[C:25]2[N:26]=[CH:27][N:28]([C:38]=2[N:39]=1)[C@@H:29]1[O:37][C@H:34]([CH2:35][OH:36])[C@@H:32]([OH:33])[C@H:30]1[OH:31]. (4) Given the product [Cl:9][C:6]1[N:5]=[CH:4][C:3]([C:10]([N:12]2[CH2:13][CH2:14][CH:15]([C:18]3[CH:19]=[CH:20][C:21]([F:24])=[CH:22][CH:23]=3)[CH2:16][CH2:17]2)=[O:11])=[C:2]([NH:31][C:30]2[CH:32]=[C:26]([Cl:25])[CH:27]=[CH:28][C:29]=2[CH3:33])[C:7]=1[CH3:8], predict the reactants needed to synthesize it. The reactants are: Cl[C:2]1[C:7]([CH3:8])=[C:6]([Cl:9])[N:5]=[CH:4][C:3]=1[C:10]([N:12]1[CH2:17][CH2:16][CH:15]([C:18]2[CH:23]=[CH:22][C:21]([F:24])=[CH:20][CH:19]=2)[CH2:14][CH2:13]1)=[O:11].[Cl:25][C:26]1[CH:27]=[CH:28][C:29]([CH3:33])=[C:30]([CH:32]=1)[NH2:31]. (5) Given the product [F:1][C:2]1[CH:7]=[CH:6][C:5]([C:8]2[O:9][C:10]3[CH:20]=[CH:19][C:18]([C:21]4[CH:22]=[C:23]([C:24](=[O:26])[NH:41][C:38]5([C:34]6[N:33]=[N:32][CH:37]=[CH:36][CH:35]=6)[CH2:40][CH2:39]5)[CH:27]=[CH:28][C:29]=4[CH3:30])=[CH:17][C:11]=3[C:12]=2[C:13]([NH:14][CH3:15])=[O:16])=[CH:4][CH:3]=1, predict the reactants needed to synthesize it. The reactants are: [F:1][C:2]1[CH:7]=[CH:6][C:5]([C:8]2[O:9][C:10]3[CH:20]=[CH:19][C:18]([C:21]4[CH:22]=[C:23]([CH:27]=[CH:28][C:29]=4[CH3:30])[C:24]([OH:26])=O)=[CH:17][C:11]=3[C:12]=2[C:13](=[O:16])[NH:14][CH3:15])=[CH:4][CH:3]=1.Cl.[N:32]1[CH:37]=[CH:36][CH:35]=[C:34]([C:38]2([NH2:41])[CH2:40][CH2:39]2)[N:33]=1.C(N(CC)CC)C.